From a dataset of Reaction yield outcomes from USPTO patents with 853,638 reactions. Predict the reaction yield, written as a fraction of the theoretical maximum amount of product (1.0 means a 100% yield; for example, 0.34 means a 34% yield). (1) The reactants are [CH3:1][N:2]([CH3:25])[C:3]([C:5]1[N:9]([C:10]2[CH:15]=[CH:14][C:13]([O:16][CH3:17])=[CH:12][CH:11]=2)[C:8]([C:18]([O:20][CH2:21][CH3:22])=[O:19])=[C:7]([OH:23])[C:6]=1[OH:24])=[O:4].[C:26](OC(=O)C)(=[O:28])[CH3:27].[CH3:33][C:34]([O-])=[O:35].[Na+]. The catalyst is CCOCC. The product is [C:26]([O:24][C:6]1[C:7]([O:23][C:34](=[O:35])[CH3:33])=[C:8]([C:18]([O:20][CH2:21][CH3:22])=[O:19])[N:9]([C:10]2[CH:11]=[CH:12][C:13]([O:16][CH3:17])=[CH:14][CH:15]=2)[C:5]=1[C:3](=[O:4])[N:2]([CH3:1])[CH3:25])(=[O:28])[CH3:27]. The yield is 0.520. (2) The reactants are Cl.Cl.C(O[C:6]([C:8]1[CH:9]=[C:10]2[C:14](=[CH:15][CH:16]=1)[NH:13][N:12]=[C:11]2[C:17]1[CH:26]=[CH:25][C:24]2[C:19](=[CH:20][CH:21]=[C:22]([C:27](=[O:36])[NH:28][CH2:29][CH2:30][N:31]3[CH2:35][CH2:34][CH2:33][CH2:32]3)[CH:23]=2)[CH:18]=1)=[NH:7])C.[CH3:37][C:38]([CH3:45])([CH3:44])[CH2:39][C:40]([NH:42][NH2:43])=O.C(N(CC)CC)C. The catalyst is CO. The product is [N:31]1([CH2:30][CH2:29][NH:28][C:27]([C:22]2[CH:21]=[CH:20][C:19]3[C:24](=[CH:25][CH:26]=[C:17]([C:11]4[C:10]5[C:14](=[CH:15][CH:16]=[C:8]([C:6]6[NH:43][N:42]=[C:40]([CH2:39][C:38]([CH3:45])([CH3:44])[CH3:37])[N:7]=6)[CH:9]=5)[NH:13][N:12]=4)[CH:18]=3)[CH:23]=2)=[O:36])[CH2:32][CH2:33][CH2:34][CH2:35]1. The yield is 0.260.